This data is from Full USPTO retrosynthesis dataset with 1.9M reactions from patents (1976-2016). The task is: Predict the reactants needed to synthesize the given product. (1) The reactants are: [CH2:1]([S:3]([N:6]1[CH2:11][CH2:10][CH:9]([C:12]2[C:20]3[C:15](=[C:16]([C:29]([NH2:31])=[O:30])[CH:17]=[C:18]([C:21]4[CH:26]=[CH:25][CH:24]=[C:23]([CH:27]=O)[CH:22]=4)[CH:19]=3)[NH:14][CH:13]=2)[CH2:8][CH2:7]1)(=[O:5])=[O:4])[CH3:2].[CH3:32][NH2:33].[BH4-].[Na+]. Given the product [CH2:1]([S:3]([N:6]1[CH2:7][CH2:8][CH:9]([C:12]2[C:20]3[C:15](=[C:16]([C:29]([NH2:31])=[O:30])[CH:17]=[C:18]([C:21]4[CH:26]=[CH:25][CH:24]=[C:23]([CH2:27][NH:33][CH3:32])[CH:22]=4)[CH:19]=3)[NH:14][CH:13]=2)[CH2:10][CH2:11]1)(=[O:4])=[O:5])[CH3:2], predict the reactants needed to synthesize it. (2) Given the product [CH3:6][C:4]([S:7]([NH:10][C@H:11]1[CH2:16][CH2:15][C@H:14]([C:17]([OH:19])=[O:18])[CH2:13][CH2:12]1)(=[O:8])=[O:9])([CH3:3])[CH3:5], predict the reactants needed to synthesize it. The reactants are: [OH-].[Na+].[CH3:3][C:4]([S:7]([NH:10][C@H:11]1[CH2:16][CH2:15][C@H:14]([C:17]([O:19]C)=[O:18])[CH2:13][CH2:12]1)(=[O:9])=[O:8])([CH3:6])[CH3:5]. (3) The reactants are: [CH:1]([P:4](Cl)(Cl)=[O:5])([CH3:3])[CH3:2].[CH:8]([Mg]Br)=[CH2:9].[NH4+].[Cl-].[CH2:14]1COC[CH2:15]1. Given the product [CH:14]([P:4](=[O:5])([CH:8]=[CH2:9])[CH:1]([CH3:3])[CH3:2])=[CH2:15], predict the reactants needed to synthesize it. (4) Given the product [CH2:47]([N:49]([CH2:50][CH2:51][OH:52])[C:21]([CH2:20][NH:19][C:17]([N:9]1[CH2:10][C:11]2[CH:16]=[CH:15][CH:14]=[CH:13][C:12]=2[N:6]([C:4](=[O:5])[C:3]2[CH:25]=[CH:26][C:27]([N:29]3[CH:33]=[CH:32][C:31]([CH3:34])=[N:30]3)=[CH:28][C:2]=2[Cl:1])[CH2:7][C@H:8]1[CH3:24])=[O:18])=[O:22])[CH3:48], predict the reactants needed to synthesize it. The reactants are: [Cl:1][C:2]1[CH:28]=[C:27]([N:29]2[CH:33]=[CH:32][C:31]([CH3:34])=[N:30]2)[CH:26]=[CH:25][C:3]=1[C:4]([N:6]1[C:12]2[CH:13]=[CH:14][CH:15]=[CH:16][C:11]=2[CH2:10][N:9]([C:17]([NH:19][CH2:20][C:21](O)=[O:22])=[O:18])[C@H:8]([CH3:24])[CH2:7]1)=[O:5].Cl.C(N=C=NCCCN(C)C)C.[CH2:47]([NH:49][CH2:50][CH2:51][OH:52])[CH3:48]. (5) Given the product [C:21]([C:5]1[CH:4]=[CH:3][C:2]([CH3:1])=[C:11]2[C:6]=1[CH2:7][CH2:8][C:9](=[O:12])[NH:10]2)#[N:22], predict the reactants needed to synthesize it. The reactants are: [CH3:1][C:2]1[CH:3]=[CH:4][C:5](OS(C(F)(F)F)(=O)=O)=[C:6]2[C:11]=1[NH:10][C:9](=[O:12])[CH2:8][CH2:7]2.[CH3:21][N:22](C=O)C. (6) The reactants are: Br[C:2]1[N:3]=[C:4]([C:15]2[N:19]([CH2:20][O:21][CH2:22][CH2:23][Si:24]([CH3:27])([CH3:26])[CH3:25])[N:18]=[CH:17][CH:16]=2)[N:5]([C:7]2[CH:12]=[CH:11][C:10]([Cl:13])=[CH:9][C:8]=2[Cl:14])[CH:6]=1.C(=O)([O-])[O-].[Cs+].[Cs+].[CH3:34][C:35]1[C:36](B2OC(C)(C)C(C)(C)O2)=[CH:37][C:38]([NH:41][C:42](=[O:44])[CH3:43])=[N:39][CH:40]=1. Given the product [Cl:14][C:8]1[CH:9]=[C:10]([Cl:13])[CH:11]=[CH:12][C:7]=1[N:5]1[CH:6]=[C:2]([C:36]2[C:35]([CH3:34])=[CH:40][N:39]=[C:38]([NH:41][C:42](=[O:44])[CH3:43])[CH:37]=2)[N:3]=[C:4]1[C:15]1[N:19]([CH2:20][O:21][CH2:22][CH2:23][Si:24]([CH3:27])([CH3:26])[CH3:25])[N:18]=[CH:17][CH:16]=1, predict the reactants needed to synthesize it. (7) Given the product [F:15][C:8]1[C:3]([C:4]([O:6][CH3:7])=[O:5])=[C:2]([O:17][CH3:16])[C:11]([N+:12]([O-:14])=[O:13])=[CH:10][CH:9]=1, predict the reactants needed to synthesize it. The reactants are: F[C:2]1[C:11]([N+:12]([O-:14])=[O:13])=[CH:10][CH:9]=[C:8]([F:15])[C:3]=1[C:4]([O:6][CH3:7])=[O:5].[CH3:16][OH:17].C[O-].[Na+].